This data is from Full USPTO retrosynthesis dataset with 1.9M reactions from patents (1976-2016). The task is: Predict the reactants needed to synthesize the given product. (1) Given the product [Br:34][CH2:26][C:9]1[NH:8][C:7]([C:3]2[N:4]=[CH:5][S:6][C:2]=2[Cl:1])=[N:12][CH:11]([C:13]2[CH:18]=[CH:17][C:16]([Cl:19])=[CH:15][C:14]=2[Cl:20])[C:10]=1[C:21]([O:23][CH2:24][CH3:25])=[O:22], predict the reactants needed to synthesize it. The reactants are: [Cl:1][C:2]1[S:6][CH:5]=[N:4][C:3]=1[C:7]1[NH:8][C:9]([CH3:26])=[C:10]([C:21]([O:23][CH2:24][CH3:25])=[O:22])[CH:11]([C:13]2[CH:18]=[CH:17][C:16]([Cl:19])=[CH:15][C:14]=2[Cl:20])[N:12]=1.C1C(=O)N([Br:34])C(=O)C1. (2) Given the product [Cl:1][CH2:2][CH2:3][CH2:4][CH2:5][N:6]1[C@@H:10](/[CH:11]=[CH:12]/[CH:13]([OH:21])[CH2:14][C:15]2[CH:20]=[CH:19][CH:18]=[CH:17][CH:16]=2)[CH2:9][CH2:8][C:7]1=[O:22], predict the reactants needed to synthesize it. The reactants are: [Cl:1][CH2:2][CH2:3][CH2:4][CH2:5][N:6]1[C@@H:10](/[CH:11]=[CH:12]/[C:13](=[O:21])[CH2:14][C:15]2[CH:20]=[CH:19][CH:18]=[CH:17][CH:16]=2)[CH2:9][CH2:8][C:7]1=[O:22].